Dataset: Catalyst prediction with 721,799 reactions and 888 catalyst types from USPTO. Task: Predict which catalyst facilitates the given reaction. (1) Reactant: [CH2:1]([N:3]1[C:12]2[C:7](=[CH:8][C:9]([NH:13][C:14](=[O:24])[CH2:15][CH:16]([CH2:20][N+:21]([O-])=O)[CH:17]([CH3:19])[CH3:18])=[CH:10][CH:11]=2)[C:6](=[O:25])[N:5]([CH2:26][CH3:27])[C:4]1=[O:28])[CH3:2]. Product: [NH2:21][CH2:20][CH:16]([CH:17]([CH3:19])[CH3:18])[CH2:15][C:14]([NH:13][C:9]1[CH:8]=[C:7]2[C:12](=[CH:11][CH:10]=1)[N:3]([CH2:1][CH3:2])[C:4](=[O:28])[N:5]([CH2:26][CH3:27])[C:6]2=[O:25])=[O:24]. The catalyst class is: 63. (2) Reactant: C(OC([N:8]1[CH2:13][CH:12]([CH3:14])[N:11]2[C:15]([C:18]([F:21])([F:20])[F:19])=[N:16][N:17]=[C:10]2[CH:9]1[CH3:22])=O)(C)(C)C.[ClH:23]. Product: [ClH:23].[CH3:14][CH:12]1[N:11]2[C:15]([C:18]([F:20])([F:19])[F:21])=[N:16][N:17]=[C:10]2[CH:9]([CH3:22])[NH:8][CH2:13]1. The catalyst class is: 5. (3) Reactant: [N+](C1C=CC=CC=1[C:10]1[S:14][C:13]([NH:15][C:16]([NH2:18])=[NH:17])=[N:12][CH:11]=1)([O-])=O.BrCC([C:23]1[CH:28]=[CH:27][C:26]([N:29]2[CH2:33][CH2:32][CH2:31][CH2:30]2)=[CH:25][CH:24]=1)=O. Product: [N:29]1([C:26]2[CH:27]=[CH:28][C:23]([C:11]3[N:12]=[C:13]([NH:15][C:16]([NH2:18])=[NH:17])[S:14][CH:10]=3)=[CH:24][CH:25]=2)[CH2:33][CH2:32][CH2:31][CH2:30]1. The catalyst class is: 8. (4) Reactant: [C:1]([C:3]#[C:4][C:5]1[CH:13]=[CH:12][C:8]([C:9]([OH:11])=O)=[CH:7][CH:6]=1)#[N:2].O=S(Cl)Cl.[NH2:18][CH2:19][CH2:20][CH2:21][O:22][CH2:23][CH2:24][O:25][CH2:26][CH2:27][O:28][CH2:29][CH2:30][CH2:31][NH:32][C:33](=[O:58])[CH2:34][CH2:35][CH2:36][CH2:37][CH2:38][CH2:39][CH2:40][CH2:41][C:42]#[C:43][C:44]#[C:45][CH2:46][CH2:47][CH2:48][CH2:49][CH2:50][CH2:51][CH2:52][CH2:53][CH2:54][CH2:55][CH2:56][CH3:57]. Product: [C:1]([C:3]#[C:4][C:5]1[CH:6]=[CH:7][C:8]([C:9]([NH:18][CH2:19][CH2:20][CH2:21][O:22][CH2:23][CH2:24][O:25][CH2:26][CH2:27][O:28][CH2:29][CH2:30][CH2:31][NH:32][C:33](=[O:58])[CH2:34][CH2:35][CH2:36][CH2:37][CH2:38][CH2:39][CH2:40][CH2:41][C:42]#[C:43][C:44]#[C:45][CH2:46][CH2:47][CH2:48][CH2:49][CH2:50][CH2:51][CH2:52][CH2:53][CH2:54][CH2:55][CH2:56][CH3:57])=[O:11])=[CH:12][CH:13]=1)#[N:2]. The catalyst class is: 2. (5) Reactant: C([N:8]1[CH2:13][CH2:12][CH:11]([C:14]2[CH:19]=[CH:18][C:17]([C:20]3[N:25]=[C:24]([C:26]4[CH:30]=[C:29]([CH3:31])[NH:28][C:27]=4[CH3:32])[CH:23]=[CH:22][CH:21]=3)=[CH:16][CH:15]=2)[CH2:10][CH2:9]1)C1C=CC=CC=1.C([O-])=O.[NH4+]. Product: [CH3:32][C:27]1[NH:28][C:29]([CH3:31])=[CH:30][C:26]=1[C:24]1[CH:23]=[CH:22][CH:21]=[C:20]([C:17]2[CH:18]=[CH:19][C:14]([CH:11]3[CH2:12][CH2:13][NH:8][CH2:9][CH2:10]3)=[CH:15][CH:16]=2)[N:25]=1. The catalyst class is: 63. (6) Reactant: [Br:1][C:2]1[CH:3]=[CH:4][C:5]([N:8]2[C:12]([C:13]([F:16])([F:15])[F:14])=[CH:11][C:10]([C:17]3[C:21]([CH3:23])([CH3:22])[C:20](=[O:24])[NH:19][N:18]=3)=[N:9]2)=[N:6][CH:7]=1.[CH3:25]CN(C(C)C)C(C)C.ClC(Cl)(OC(=O)OC(Cl)(Cl)Cl)Cl. Product: [Br:1][C:2]1[CH:3]=[CH:4][C:5]([N:8]2[C:12]([C:13]([F:15])([F:16])[F:14])=[CH:11][C:10]([C:17]3[C:21]([CH3:22])([CH3:23])[C:20](=[O:24])[N:19]([CH3:25])[N:18]=3)=[N:9]2)=[N:6][CH:7]=1. The catalyst class is: 2. (7) Reactant: [OH:1][C:2]1[CH:3]=[C:4]2[C:8](=[CH:9][CH:10]=1)[NH:7][N:6]=[C:5]2[N:11]1[C:19](=[O:20])[C:18]2[C:13](=[CH:14][CH:15]=[CH:16][CH:17]=2)[C:12]1=[O:21].[Si:22](Cl)([C:25]([CH3:28])([CH3:27])[CH3:26])([CH3:24])[CH3:23].N12CCCN=C1CCCCC2.Cl. Product: [C:25]([Si:22]([CH3:24])([CH3:23])[O:1][C:2]1[CH:3]=[C:4]2[C:8](=[CH:9][CH:10]=1)[NH:7][N:6]=[C:5]2[N:11]1[C:19](=[O:20])[C:18]2[C:13](=[CH:14][CH:15]=[CH:16][CH:17]=2)[C:12]1=[O:21])([CH3:28])([CH3:27])[CH3:26]. The catalyst class is: 4. (8) The catalyst class is: 3. Product: [NH2:16][C:17]1[C:25]([Br:26])=[C:24]([CH3:27])[C:23]([Br:28])=[CH:22][C:18]=1[C:19]([NH:10][CH2:9][C:7]1[CH:8]=[C:3]([Cl:2])[CH:4]=[CH:5][C:6]=1[S:11]([CH2:14][CH3:15])(=[O:13])=[O:12])=[O:20]. Reactant: Cl.[Cl:2][C:3]1[CH:4]=[CH:5][C:6]([S:11]([CH2:14][CH3:15])(=[O:13])=[O:12])=[C:7]([CH2:9][NH2:10])[CH:8]=1.[NH2:16][C:17]1[C:25]([Br:26])=[C:24]([CH3:27])[C:23]([Br:28])=[CH:22][C:18]=1[C:19](O)=[O:20]. (9) Reactant: [CH2:1]([N:5]1[CH2:10][CH2:9][CH2:8][CH2:7][C:6]1=[O:11])[CH:2]([CH3:4])[CH3:3].CS(O)(=O)=[O:14]. Product: [CH2:1]([NH:5][CH2:10][CH2:9][CH2:8][CH2:7][C:6]([OH:11])=[O:14])[CH:2]([CH3:4])[CH3:3]. The catalyst class is: 6. (10) Reactant: Br.[Br:2][CH:3]1[CH2:9][CH2:8][NH:7][CH2:6][CH2:5][C:4]1=O.[C:11]([NH2:15])(=[S:14])[CH2:12][CH3:13]. Product: [BrH:2].[CH2:12]([C:11]1[S:14][C:3]2[CH2:9][CH2:8][NH:7][CH2:6][CH2:5][C:4]=2[N:15]=1)[CH3:13]. The catalyst class is: 8.